From a dataset of Forward reaction prediction with 1.9M reactions from USPTO patents (1976-2016). Predict the product of the given reaction. (1) Given the reactants Cl[C:2]1[N:7]=[C:6]([Cl:8])[CH:5]=[CH:4][N:3]=1.[CH:9]1([CH2:12][NH2:13])[CH2:11][CH2:10]1.C(N(C(C)C)CC)(C)C, predict the reaction product. The product is: [Cl:8][C:6]1[CH:5]=[CH:4][N:3]=[C:2]([NH:13][CH2:12][CH:9]2[CH2:11][CH2:10]2)[N:7]=1. (2) Given the reactants [Br:1][C:2]1[CH:11]=[C:10]2[C:5]([CH:6]=[CH:7][C:8](Cl)=[N:9]2)=[CH:4][N:3]=1.[CH3:13][N:14]1[CH:18]=[C:17](B2OC(C)(C)C(C)(C)O2)[CH:16]=[N:15]1.C(=O)([O-])[O-].[Na+].[Na+], predict the reaction product. The product is: [Br:1][C:2]1[CH:11]=[C:10]2[C:5]([CH:6]=[CH:7][C:8]([C:17]3[CH:16]=[N:15][N:14]([CH3:13])[CH:18]=3)=[N:9]2)=[CH:4][N:3]=1. (3) Given the reactants C(O[C:4](=[O:14])[C:5]([C:8]1[CH:9]=[N:10][CH:11]=[CH:12][CH:13]=1)=[CH:6]O)C.[NH:15]([C:17]1[CH:22]=[CH:21][C:20]([C:23]([F:26])([F:25])[F:24])=[CH:19][N:18]=1)[NH2:16], predict the reaction product. The product is: [N:10]1[CH:11]=[CH:12][CH:13]=[C:8]([C:5]2[C:4](=[O:14])[N:15]([C:17]3[CH:22]=[CH:21][C:20]([C:23]([F:26])([F:24])[F:25])=[CH:19][N:18]=3)[NH:16][CH:6]=2)[CH:9]=1.